Predict the product of the given reaction. From a dataset of Forward reaction prediction with 1.9M reactions from USPTO patents (1976-2016). Given the reactants Br[C:2]1[CH:3]=[N+:4]([O-:11])[CH:5]=[CH:6][C:7]=1[N+:8]([O-:10])=[O:9].[OH:12][C:13]1[CH:14]=[N:15][CH:16]=[C:17]([CH:22]=1)[C:18]([O:20][CH3:21])=[O:19].C(=O)([O-])[O-].[K+].[K+].CCCCCCCC(C([NH3+])(C(CCCCCCC)=O)C(CCCCCCC)=O)=O.[Cl-], predict the reaction product. The product is: [CH3:21][O:20][C:18]([C:17]1[CH:22]=[C:13]([O:12][C:2]2[CH:3]=[N+:4]([O-:11])[CH:5]=[CH:6][C:7]=2[N+:8]([O-:10])=[O:9])[CH:14]=[N:15][CH:16]=1)=[O:19].